This data is from Full USPTO retrosynthesis dataset with 1.9M reactions from patents (1976-2016). The task is: Predict the reactants needed to synthesize the given product. (1) Given the product [C:9]([NH:12][C:13]([CH2:24][CH2:25][C:26]1[CH:31]=[CH:30][C:29]([O:32][C:33]2[CH:34]=[CH:35][C:36]([C:1](=[O:7])[CH2:2][CH2:3][C:4](=[O:5])[CH3:6])=[CH:37][CH:38]=2)=[CH:28][CH:27]=1)([C:19]([O:21][CH2:22][CH3:23])=[O:20])[C:14]([O:16][CH2:17][CH3:18])=[O:15])(=[O:11])[CH3:10], predict the reactants needed to synthesize it. The reactants are: [C:1](Cl)(=[O:7])[CH2:2][CH2:3][C:4]([CH3:6])=[O:5].[C:9]([NH:12][C:13]([CH2:24][CH2:25][C:26]1[CH:31]=[CH:30][C:29]([O:32][C:33]2[CH:38]=[CH:37][CH:36]=[CH:35][CH:34]=2)=[CH:28][CH:27]=1)([C:19]([O:21][CH2:22][CH3:23])=[O:20])[C:14]([O:16][CH2:17][CH3:18])=[O:15])(=[O:11])[CH3:10].[Al+3].[Cl-].[Cl-].[Cl-]. (2) Given the product [CH3:3][N:4]([CH3:17])[C:5]([C:7]1[CH:8]=[C:9]2[C:13](=[CH:14][CH:15]=1)[NH:12][C:11](=[O:16])[CH:10]2[C:19]1[C:28]2[C:23](=[CH:24][C:25]([O:29][CH2:30][CH2:31][CH2:32][N:33]3[CH2:38][CH2:37][O:36][CH2:35][CH2:34]3)=[CH:26][CH:27]=2)[N:22]=[CH:21][N:20]=1)=[O:6], predict the reactants needed to synthesize it. The reactants are: [H-].[Na+].[CH3:3][N:4]([CH3:17])[C:5]([C:7]1[CH:8]=[C:9]2[C:13](=[CH:14][CH:15]=1)[NH:12][C:11](=[O:16])[CH2:10]2)=[O:6].Cl[C:19]1[C:28]2[C:23](=[CH:24][C:25]([O:29][CH2:30][CH2:31][CH2:32][N:33]3[CH2:38][CH2:37][O:36][CH2:35][CH2:34]3)=[CH:26][CH:27]=2)[N:22]=[CH:21][N:20]=1. (3) Given the product [CH2:6]([NH:7][C:2]1[NH:26][C:3]2[C:2]([N:1]=1)=[N:7][CH:6]=[C:5]([C:8]1[CH:9]=[CH:10][C:11]3[O:17][CH2:16][CH2:15][N:14]([C:18]4[C:39]5[C:34](=[CH:35][C:36]([O:40][CH3:41])=[CH:37][CH:38]=5)[N:33]=[C:32]([CH3:42])[N:31]=4)[CH2:13][C:12]=3[CH:25]=1)[CH:4]=2)[CH3:5], predict the reactants needed to synthesize it. The reactants are: [NH2:1][C:2]1[N:7]=[CH:6][C:5]([C:8]2[CH:9]=[CH:10][C:11]3[O:17][CH2:16][CH2:15][N:14]([C:18](OC(C)(C)C)=O)[CH2:13][C:12]=3[CH:25]=2)=[CH:4][C:3]=1[N+:26]([O-])=O.ClC1[C:39]2[C:34](=[CH:35][C:36]([O:40][CH3:41])=[CH:37][CH:38]=2)[N:33]=[C:32]([CH3:42])[N:31]=1. (4) Given the product [Cl:1][C:2]1[C:11]([N:12]2[C:16](=[O:17])[N:15]([CH3:21])[N:14]=[N:13]2)=[C:10]([Cl:18])[CH:9]=[CH:8][C:3]=1[C:4]([O:6][CH3:7])=[O:5], predict the reactants needed to synthesize it. The reactants are: [Cl:1][C:2]1[C:11]([N:12]2[C:16](=[O:17])[NH:15][N:14]=[N:13]2)=[C:10]([Cl:18])[CH:9]=[CH:8][C:3]=1[C:4]([O:6][CH3:7])=[O:5].CI.[C:21](=O)([O-])[O-].[K+].[K+].O. (5) Given the product [NH2:12][C:6]1[CH:7]=[N:8][C:9]2[CH2:10][CH2:11][CH:2]([OH:1])[CH2:3][C:4]=2[CH:5]=1, predict the reactants needed to synthesize it. The reactants are: [OH:1][CH:2]1[CH2:11][CH2:10][C:9]2[N:8]=[CH:7][C:6]([N+:12]([O-])=O)=[CH:5][C:4]=2[CH2:3]1.